This data is from Forward reaction prediction with 1.9M reactions from USPTO patents (1976-2016). The task is: Predict the product of the given reaction. (1) Given the reactants C([O:8][N:9]1[C:14]2[N:15]=[CH:16][N:17]=[C:18]([CH3:19])[C:13]=2[C:12]([NH:20][CH2:21][C:22]2[CH:23]=[C:24]([NH:28][S:29]([CH3:32])(=[O:31])=[O:30])[CH:25]=[CH:26][CH:27]=2)=[CH:11][C:10]1=[O:33])C1C=CC=CC=1.CO.[H][H], predict the reaction product. The product is: [OH:8][N:9]1[C:14]2[N:15]=[CH:16][N:17]=[C:18]([CH3:19])[C:13]=2[C:12]([NH:20][CH2:21][C:22]2[CH:23]=[C:24]([NH:28][S:29]([CH3:32])(=[O:31])=[O:30])[CH:25]=[CH:26][CH:27]=2)=[CH:11][C:10]1=[O:33]. (2) Given the reactants [CH:1]12[CH2:10]C3CC(CC(C3)[CH:2]1OCC1C(Cl)=CC(C(NS(C)(=O)=O)=O)=C(F)C=1)C2.Cl[C:29]1[C:30]([O:43][CH2:44][C@H:45]2[CH2:50][CH2:49][C@@H:48]([C:51]([F:54])([F:53])[F:52])[CH2:47][CH2:46]2)=[CH:31][C:32]([F:42])=[C:33]([CH:41]=1)[C:34]([NH:36][S:37]([CH3:40])(=[O:39])=[O:38])=[O:35], predict the reaction product. The product is: [CH:10]1([C:29]2[C:30]([O:43][CH2:44][C@H:45]3[CH2:50][CH2:49][C@@H:48]([C:51]([F:54])([F:53])[F:52])[CH2:47][CH2:46]3)=[CH:31][C:32]([F:42])=[C:33]([CH:41]=2)[C:34]([NH:36][S:37]([CH3:40])(=[O:39])=[O:38])=[O:35])[CH2:1][CH2:2]1. (3) Given the reactants NC(N)=N.[CH:5](=[O:12])[C:6]1[CH:11]=[CH:10][CH:9]=[CH:8][CH:7]=1.C(N)CC1C=CC=CC=1.[N+:22]([CH3:25])([O-:24])=[O:23], predict the reaction product. The product is: [N+:22]([CH2:25][CH:5]([C:6]1[CH:11]=[CH:10][CH:9]=[CH:8][CH:7]=1)[OH:12])([O-:24])=[O:23]. (4) The product is: [NH2:1][C@H:2]([C:10]([NH:12][C:13]1[CH:22]=[C:21]2[C:16]([C:17]([CH3:24])=[CH:18][C:19](=[O:23])[O:20]2)=[CH:15][CH:14]=1)=[O:11])[CH2:3][CH2:4][CH2:5][NH:6][C:7]([NH2:9])=[O:8]. Given the reactants [NH:1](C(OCC1C2C(=CC=CC=2)C2C1=CC=CC=2)=O)[C@H:2]([C:10]([NH:12][C:13]1[CH:22]=[C:21]2[C:16]([C:17]([CH3:24])=[CH:18][C:19](=[O:23])[O:20]2)=[CH:15][CH:14]=1)=[O:11])[CH2:3][CH2:4][CH2:5][NH:6][C:7]([NH2:9])=[O:8].C(S)CCCCCCC.C1CCN2C(=NCCC2)CC1, predict the reaction product. (5) Given the reactants [CH3:1][O:2][CH2:3][CH2:4][O:5][CH2:6][CH2:7][O:8][CH2:9][CH2:10][O:11][C:12]1[CH:19]=[CH:18][C:17]([N+:20]([O-])=O)=[CH:16][C:13]=1[C:14]#[N:15].[NH4+].[Cl-], predict the reaction product. The product is: [NH2:20][C:17]1[CH:18]=[CH:19][C:12]([O:11][CH2:10][CH2:9][O:8][CH2:7][CH2:6][O:5][CH2:4][CH2:3][O:2][CH3:1])=[C:13]([CH:16]=1)[C:14]#[N:15]. (6) The product is: [CH3:1][C:2]1[CH:10]=[CH:9][C:5]([CH2:6][OH:7])=[CH:4][C:3]=1[N+:11]([O-:13])=[O:12]. Given the reactants [CH3:1][C:2]1[CH:10]=[CH:9][C:5]([C:6](Cl)=[O:7])=[CH:4][C:3]=1[N+:11]([O-:13])=[O:12].O.[BH4-].[Na+], predict the reaction product.